Dataset: Reaction yield outcomes from USPTO patents with 853,638 reactions. Task: Predict the reaction yield, written as a fraction of the theoretical maximum amount of product (1.0 means a 100% yield; for example, 0.34 means a 34% yield). (1) The reactants are [N-:1]=[N+:2]=[N-:3].[Na+].Br[CH2:6]/[CH:7]=[CH:8]/[C:9]([O:11][CH3:12])=[O:10]. The catalyst is CN(C=O)C. The product is [N:1]([CH2:6]/[CH:7]=[CH:8]/[C:9]([O:11][CH3:12])=[O:10])=[N+:2]=[N-:3]. The yield is 0.800. (2) The reactants are [F:1][C:2]1[CH:3]=[N:4][C:5]([O:11][C:12]2[CH:17]=[CH:16][C:15]([F:18])=[CH:14][CH:13]=2)=[C:6]([CH:10]=1)[C:7]([OH:9])=O.Cl.[NH2:20][CH2:21][C:22]1[CH:31]=[CH:30][C:25]([C:26]([O:28][CH3:29])=[O:27])=[CH:24][CH:23]=1.Cl.CN(C)CCCN=C=NCC.O.ON1C2C=CC=CC=2N=N1. The catalyst is ClCCl.C(N(CC)CC)C. The product is [F:1][C:2]1[CH:10]=[C:6]([C:7]([NH:20][CH2:21][C:22]2[CH:23]=[CH:24][C:25]([C:26]([O:28][CH3:29])=[O:27])=[CH:30][CH:31]=2)=[O:9])[C:5]([O:11][C:12]2[CH:17]=[CH:16][C:15]([F:18])=[CH:14][CH:13]=2)=[N:4][CH:3]=1. The yield is 0.850. (3) The reactants are [C:1]1([CH2:7][CH2:8][CH2:9][CH:10](O)[CH:11]=[CH2:12])[CH:6]=[CH:5][CH:4]=[CH:3][CH:2]=1.[C:14]1(=[O:24])[NH:18][C:17](=[O:19])[C:16]2=[CH:20][CH:21]=[CH:22][CH:23]=[C:15]12.C1C=CC(P(C2C=CC=CC=2)C2C=CC=CC=2)=CC=1.CCOC(/N=N/C(OCC)=O)=O. The catalyst is C1COCC1. The product is [C:1]1([CH2:7][CH2:8][CH2:9][CH:10]([N:18]2[C:14](=[O:24])[C:15]3[C:16](=[CH:20][CH:21]=[CH:22][CH:23]=3)[C:17]2=[O:19])[CH:11]=[CH2:12])[CH:6]=[CH:5][CH:4]=[CH:3][CH:2]=1. The yield is 0.890. (4) The product is [C:25]([C:27]([C:30]1[CH:31]=[C:32]([CH:36]=[CH:37][CH:38]=1)[C:33]([NH:1][C:2]1[CH:3]=[CH:4][C:5]([CH3:24])=[C:6]([O:7][C:8]2[CH:9]=[CH:10][C:11]3[N:12]([CH:14]=[C:15]([NH:17][C:18]([CH:20]4[CH2:22][CH2:21]4)=[O:19])[N:16]=3)[N:13]=2)[CH:23]=1)=[O:34])([CH3:29])[CH3:28])#[N:26]. The yield is 0.700. The reactants are [NH2:1][C:2]1[CH:3]=[CH:4][C:5]([CH3:24])=[C:6]([CH:23]=1)[O:7][C:8]1[CH:9]=[CH:10][C:11]2[N:12]([CH:14]=[C:15]([NH:17][C:18]([CH:20]3[CH2:22][CH2:21]3)=[O:19])[N:16]=2)[N:13]=1.[C:25]([C:27]([C:30]1[CH:31]=[C:32]([CH:36]=[CH:37][CH:38]=1)[C:33](O)=[O:34])([CH3:29])[CH3:28])#[N:26].Cl.CN(C)CCCN=C=NCC.ON1C2C=CC=CC=2N=N1. The catalyst is CN(C)C=O. (5) The reactants are [C:1]([C:3]1[CH:8]=[C:7]([CH:9]2[CH2:13][CH2:12][CH2:11][N:10]2[C:14]([O:16][C:17]([CH3:20])([CH3:19])[CH3:18])=[O:15])[CH:6]=[CH:5][N:4]=1)#[N:2].[C:21](OC)(=[O:29])[C:22]1[C:23](=[CH:25][CH:26]=[CH:27][CH:28]=1)[SH:24].C(N(CC)CC)C. The catalyst is C1(C)C=CC=CC=1. The product is [O:29]=[C:21]1[C:22]2[CH:28]=[CH:27][CH:26]=[CH:25][C:23]=2[S:24][C:1]([C:3]2[CH:8]=[C:7]([CH:9]3[CH2:13][CH2:12][CH2:11][N:10]3[C:14]([O:16][C:17]([CH3:20])([CH3:19])[CH3:18])=[O:15])[CH:6]=[CH:5][N:4]=2)=[N:2]1. The yield is 0.630.